Dataset: Peptide-MHC class II binding affinity with 134,281 pairs from IEDB. Task: Regression. Given a peptide amino acid sequence and an MHC pseudo amino acid sequence, predict their binding affinity value. This is MHC class II binding data. (1) The peptide sequence is DVCGMFTNRSGSQQWR. The binding affinity (normalized) is 0.0902. The MHC is HLA-DQA10102-DQB10602 with pseudo-sequence HLA-DQA10102-DQB10602. (2) The peptide sequence is GLVHVANNNYDPWTI. The MHC is DRB1_1201 with pseudo-sequence DRB1_1201. The binding affinity (normalized) is 0.571. (3) The peptide sequence is VNMVRRGVRSLSNKI. The MHC is DRB4_0103 with pseudo-sequence DRB4_0103. The binding affinity (normalized) is 0.898. (4) The peptide sequence is AFILDGDNLFSKV. The MHC is HLA-DQA10501-DQB10201 with pseudo-sequence HLA-DQA10501-DQB10201. The binding affinity (normalized) is 0.395.